This data is from Forward reaction prediction with 1.9M reactions from USPTO patents (1976-2016). The task is: Predict the product of the given reaction. Given the reactants C([O-])([O-])=O.[K+].[K+].[Cl:7][C:8]1[C:13]([C:14]([O:16][CH:17]([CH3:19])[CH3:18])=[O:15])=[C:12](I)[CH:11]=[CH:10][N:9]=1.[C:21]1(B(O)O)[CH:26]=[CH:25][CH:24]=[CH:23][CH:22]=1, predict the reaction product. The product is: [Cl:7][C:8]1[C:13]([C:14]([O:16][CH:17]([CH3:19])[CH3:18])=[O:15])=[C:12]([C:21]2[CH:26]=[CH:25][CH:24]=[CH:23][CH:22]=2)[CH:11]=[CH:10][N:9]=1.